Task: Predict the product of the given reaction.. Dataset: Forward reaction prediction with 1.9M reactions from USPTO patents (1976-2016) The product is: [Cl:17][C:15]1[CH:14]=[CH:13][C:12]([O:18][CH2:19][C:20]([N:22]2[CH2:27][C@H:26]([CH3:28])[N:25]([CH2:29][C:30]3[CH:31]=[CH:32][C:33]([F:36])=[CH:34][CH:35]=3)[CH2:24][C@H:23]2[CH3:37])=[O:21])=[C:11]([CH2:10][CH2:9][P:4](=[O:3])([OH:5])[OH:8])[CH:16]=1. Given the reactants C([O:3][P:4]([CH2:9][CH2:10][C:11]1[CH:16]=[C:15]([Cl:17])[CH:14]=[CH:13][C:12]=1[O:18][CH2:19][C:20]([N:22]1[CH2:27][C@H:26]([CH3:28])[N:25]([CH2:29][C:30]2[CH:35]=[CH:34][C:33]([F:36])=[CH:32][CH:31]=2)[CH2:24][C@H:23]1[CH3:37])=[O:21])(=[O:8])[O:5]CC)C.Br[Si](C)(C)C.C1(OC)C=CC=CC=1.CO, predict the reaction product.